Dataset: Orexin1 receptor HTS with 218,158 compounds and 233 confirmed actives. Task: Binary Classification. Given a drug SMILES string, predict its activity (active/inactive) in a high-throughput screening assay against a specified biological target. (1) The molecule is FC(F)(F)c1ccc(c2nn(nn2)Cc2nc(N(C)C)nc(n2)N)cc1. The result is 0 (inactive). (2) The molecule is S(=O)(=O)(N(C)C)c1cc(NC(C)C(=O)Nc2cc(ccc2)C#N)c(OC)cc1. The result is 0 (inactive). (3) The result is 0 (inactive). The drug is S1C(Cc2ccc(OC)cc2)C(=O)N=C1N.